From a dataset of Full USPTO retrosynthesis dataset with 1.9M reactions from patents (1976-2016). Predict the reactants needed to synthesize the given product. (1) Given the product [CH2:3]([O:7][C@@H:8]1[C@@H:13]([O:14][CH3:25])[C@H:12]([O:15][CH:16]2[CH2:21][CH2:20][CH2:19][CH2:18][O:17]2)[C@H:11]2[CH2:22][O:23][C@@H:9]1[O:10]2)[CH2:4][CH2:5][CH3:6], predict the reactants needed to synthesize it. The reactants are: [H-].[Na+].[CH2:3]([O:7][C@@H:8]1[C@@H:13]([OH:14])[C@H:12]([O:15][CH:16]2[CH2:21][CH2:20][CH2:19][CH2:18][O:17]2)[C@H:11]2[CH2:22][O:23][C@@H:9]1[O:10]2)[CH2:4][CH2:5][CH3:6].I[CH3:25].CO. (2) Given the product [Cl:1][C:2]1[C:3]([CH2:15][O:16][C:17]2[CH:22]=[CH:21][C:20]([C:23]3[C:27]([CH3:28])=[C:26]([C:29]#[N:31])[N:25]([CH3:32])[N:24]=3)=[CH:19][C:18]=2[CH3:33])=[C:4]([N:8]2[C:12](=[O:13])[N:11]([CH3:14])[N:10]=[N:9]2)[CH:5]=[CH:6][CH:7]=1, predict the reactants needed to synthesize it. The reactants are: [Cl:1][C:2]1[C:3]([CH2:15][O:16][C:17]2[CH:22]=[CH:21][C:20]([C:23]3[C:27]([CH3:28])=[C:26]([C:29]([NH2:31])=O)[N:25]([CH3:32])[N:24]=3)=[CH:19][C:18]=2[CH3:33])=[C:4]([N:8]2[C:12](=[O:13])[N:11]([CH3:14])[N:10]=[N:9]2)[CH:5]=[CH:6][CH:7]=1.CC1C(COC2C=CC(C3C(C)=C(C(N)=O)N(C)N=3)=CC=2C)=C(N2C(=O)N(C)N=N2)C=CC=1. (3) Given the product [CH3:2][C:3]1([CH3:26])[CH2:12][CH2:11][C:10]([CH3:13])([CH3:14])[C:9]2[CH:8]=[C:7]([C:15]3[O:16][CH:17]=[C:18]([CH:20]4[CH2:25][CH2:24][N:23]([CH2:34][CH2:33][CH2:32][CH2:31][OH:30])[CH2:22][CH2:21]4)[N:19]=3)[CH:6]=[CH:5][C:4]1=2, predict the reactants needed to synthesize it. The reactants are: Cl.[CH3:2][C:3]1([CH3:26])[CH2:12][CH2:11][C:10]([CH3:14])([CH3:13])[C:9]2[CH:8]=[C:7]([C:15]3[O:16][CH:17]=[C:18]([CH:20]4[CH2:25][CH2:24][NH:23][CH2:22][CH2:21]4)[N:19]=3)[CH:6]=[CH:5][C:4]1=2.C([O:30][CH2:31][CH2:32][CH2:33][CH2:34]Br)(=O)C.[OH-].[Na+]. (4) Given the product [F:3][C@@H:4]1[CH2:9][C@H:8]2[C@H:10]3[C@H:20]([CH2:21][CH2:22][C@:6]2([CH3:7])[C:5]1=[O:24])[C@:18]1([CH3:19])[C:13]([CH2:14][CH2:15][CH2:16][CH2:17]1)=[CH:12][C@H:11]3[OH:23], predict the reactants needed to synthesize it. The reactants are: [BH4-].[Na+].[F:3][C@H:4]1[CH2:9][C@H:8]2[C@H:10]3[C@H:20]([CH2:21][CH2:22][C@:6]2([CH3:7])[C:5]1=[O:24])[C@:18]1([CH3:19])[C:13]([CH2:14][CH2:15][CH2:16][CH2:17]1)=[CH:12][CH:11]3[OH:23]. (5) Given the product [C:25]([C:22]1[CH:23]=[CH:24][C:19]([NH:18][C:16](=[O:17])[N:15]([CH2:14][C:11]2[CH:10]=[CH:9][C:8]([C:7]([NH:6][CH2:5][C@@H:4]([OH:44])[C:3]([OH:45])=[O:2])=[O:43])=[CH:13][CH:12]=2)[C:31]2[CH:36]=[CH:35][C:34]([CH:37]3[CH2:42][CH2:41][CH2:40][CH2:39][CH2:38]3)=[CH:33][CH:32]=2)=[CH:20][C:21]=1[C:27]([F:28])([F:30])[F:29])#[N:26], predict the reactants needed to synthesize it. The reactants are: C[O:2][C:3](=[O:45])[C@H:4]([OH:44])[CH2:5][NH:6][C:7](=[O:43])[C:8]1[CH:13]=[CH:12][C:11]([CH2:14][N:15]([C:31]2[CH:36]=[CH:35][C:34]([CH:37]3[CH2:42][CH2:41][CH2:40][CH2:39][CH2:38]3)=[CH:33][CH:32]=2)[C:16]([NH:18][C:19]2[CH:24]=[CH:23][C:22]([C:25]#[N:26])=[C:21]([C:27]([F:30])([F:29])[F:28])[CH:20]=2)=[O:17])=[CH:10][CH:9]=1.[OH-].[Na+]. (6) Given the product [F:12][C:11]([F:14])([F:13])[C:10]1[N:5]2[N:4]=[CH:3][C:2]([C:26]#[C:25][C:27]3[CH:32]=[CH:31][C:30]([C:33]([OH:36])([CH3:34])[CH3:35])=[CH:29][CH:28]=3)=[C:6]2[N:7]=[C:8]([C:15]2[CH:20]=[CH:19][C:18]([C:21]([F:24])([F:23])[F:22])=[CH:17][CH:16]=2)[CH:9]=1, predict the reactants needed to synthesize it. The reactants are: I[C:2]1[CH:3]=[N:4][N:5]2[C:10]([C:11]([F:14])([F:13])[F:12])=[CH:9][C:8]([C:15]3[CH:20]=[CH:19][C:18]([C:21]([F:24])([F:23])[F:22])=[CH:17][CH:16]=3)=[N:7][C:6]=12.[C:25]([C:27]1[CH:32]=[CH:31][C:30]([C:33]([OH:36])([CH3:35])[CH3:34])=[CH:29][CH:28]=1)#[CH:26]. (7) The reactants are: [CH3:1][C:2]1[C:6]([CH3:7])=[C:5]([NH:8][C:9](=[O:16])OCC(Cl)(Cl)Cl)[O:4][N:3]=1.Cl.Cl.[C:19]1([C:25]2[N:30]=[C:29]([N:31]3[CH2:36][CH2:35][NH:34][CH2:33][CH2:32]3)[CH:28]=[CH:27][N:26]=2)[CH:24]=[CH:23][CH:22]=[CH:21][CH:20]=1. Given the product [CH3:1][C:2]1[C:6]([CH3:7])=[C:5]([NH:8][C:9]([N:34]2[CH2:35][CH2:36][N:31]([C:29]3[CH:28]=[CH:27][N:26]=[C:25]([C:19]4[CH:24]=[CH:23][CH:22]=[CH:21][CH:20]=4)[N:30]=3)[CH2:32][CH2:33]2)=[O:16])[O:4][N:3]=1, predict the reactants needed to synthesize it. (8) Given the product [S:1]1[C:5]2[CH:6]=[CH:7][CH:8]=[CH:9][C:4]=2[N:3]=[C:2]1[CH:35]([OH:36])[C@@H:34]([NH:33][C:31]([O:30][C:26]([CH3:28])([CH3:27])[CH3:29])=[O:32])[CH2:37][C:38]1[CH:43]=[CH:42][CH:41]=[CH:40][CH:39]=1, predict the reactants needed to synthesize it. The reactants are: [S:1]1[C:5]2[CH:6]=[CH:7][CH:8]=[CH:9][C:4]=2[N:3]=[CH:2]1.C(=O)=O.CO.C([Li])CCC.CCCCCC.[C:26]([O:30][C:31]([NH:33][C@@H:34]([CH2:37][C:38]1[CH:43]=[CH:42][CH:41]=[CH:40][CH:39]=1)[CH:35]=[O:36])=[O:32])([CH3:29])([CH3:28])[CH3:27].[Cl-].[NH4+]. (9) Given the product [CH3:1][C:2]1[CH:11]=[C:10]([CH3:12])[C:9]([C:13]2[NH:14][C:15]([C@@H:18]3[CH2:22][CH2:21][CH2:20][O:19]3)=[CH:16][N:17]=2)=[CH:8][C:3]=1[C:4]([N:48]1[CH2:53][CH2:52][CH:51]([C:54]2[CH:61]=[CH:60][C:57]([C:58]#[N:59])=[CH:56][CH:55]=2)[CH2:50][CH2:49]1)=[O:6], predict the reactants needed to synthesize it. The reactants are: [CH3:1][C:2]1[CH:11]=[C:10]([CH3:12])[C:9]([C:13]2[NH:14][C:15]([C@@H:18]3[CH2:22][CH2:21][CH2:20][O:19]3)=[CH:16][N:17]=2)=[CH:8][C:3]=1[C:4]([O:6]C)=O.CN(C(ON1N=NC2C=CC=CC1=2)=[N+](C)C)C.F[P-](F)(F)(F)(F)F.Cl.[NH:48]1[CH2:53][CH2:52][CH:51]([C:54]2[CH:61]=[CH:60][C:57]([C:58]#[N:59])=[CH:56][CH:55]=2)[CH2:50][CH2:49]1.CCN(C(C)C)C(C)C. (10) Given the product [Cl:18][C:6]1[C:5]2[C:10](=[CH:11][C:2]([F:1])=[C:3]([N+:13]([O-:15])=[O:14])[CH:4]=2)[N:9]=[CH:8][N:7]=1, predict the reactants needed to synthesize it. The reactants are: [F:1][C:2]1[CH:11]=[C:10]2[C:5]([C:6](O)=[N:7][CH:8]=[N:9]2)=[CH:4][C:3]=1[N+:13]([O-:15])=[O:14].O=P(Cl)(Cl)[Cl:18].